Dataset: Forward reaction prediction with 1.9M reactions from USPTO patents (1976-2016). Task: Predict the product of the given reaction. Given the reactants S(=O)(=O)(O)O.[CH2:6]([N:8]1[C:12]2[N:13]=[N:14][CH:15]=[C:16]([C:17]3[CH:22]=[CH:21][C:20]([F:23])=[CH:19][CH:18]=3)[C:11]=2[N:10]=[CH:9]1)[CH3:7].[Br:24]N1C(C)(C)C(=O)N(Br)C1=O.S(=O)(O)[O-].[Na+].[OH-].[Na+], predict the reaction product. The product is: [Br:24][C:19]1[CH:18]=[C:17]([C:16]2[C:11]3[N:10]=[CH:9][N:8]([CH2:6][CH3:7])[C:12]=3[N:13]=[N:14][CH:15]=2)[CH:22]=[CH:21][C:20]=1[F:23].